This data is from Forward reaction prediction with 1.9M reactions from USPTO patents (1976-2016). The task is: Predict the product of the given reaction. (1) Given the reactants C[O:2][C:3]1[CH:12]=[CH:11][C:10]2[C:5](=[CH:6][CH:7]=[C:8]([C:13]3[CH:18]=[CH:17][C:16]([O:19]C)=[CH:15][CH:14]=3)[CH:9]=2)[C:4]=1[CH3:21].B(Br)(Br)Br, predict the reaction product. The product is: [OH:19][C:16]1[CH:17]=[CH:18][C:13]([C:8]2[CH:9]=[C:10]3[C:5](=[CH:6][CH:7]=2)[C:4]([CH3:21])=[C:3]([OH:2])[CH:12]=[CH:11]3)=[CH:14][CH:15]=1. (2) The product is: [NH2:13][C@@H:12]([CH2:28][C:29]1[CH:34]=[CH:33][C:32]([C:35]2[CH:40]=[CH:39][C:38]([CH3:41])=[CH:37][N:36]=2)=[CH:31][CH:30]=1)[C@@H:11]([OH:15])[CH2:10][C@@H:9]([NH:8][C:6](=[O:7])[O:5][C:1]([CH3:2])([CH3:3])[CH3:4])[CH2:42][C:43]1[CH:44]=[CH:45][CH:46]=[CH:47][CH:48]=1. Given the reactants [C:1]([O:5][C:6]([NH:8][C@@H:9]([CH2:42][C:43]1[CH:48]=[CH:47][CH:46]=[CH:45][CH:44]=1)[CH2:10][C@@H:11]1[O:15]C(C)(C)[N:13](C(OCC2C=CC=CC=2)=O)[C@H:12]1[CH2:28][C:29]1[CH:34]=[CH:33][C:32]([C:35]2[CH:40]=[CH:39][C:38]([CH3:41])=[CH:37][N:36]=2)=[CH:31][CH:30]=1)=[O:7])([CH3:4])([CH3:3])[CH3:2].Cl, predict the reaction product.